Task: Predict the reactants needed to synthesize the given product.. Dataset: Full USPTO retrosynthesis dataset with 1.9M reactions from patents (1976-2016) (1) The reactants are: [CH3:1][O:2][C:3]1[CH:12]=[C:11]([C:13]([O:15][CH3:16])=[O:14])[CH:10]=[C:9]([N+:17]([O-])=O)[C:4]=1[C:5]([O:7][CH3:8])=[O:6].C(O)(=O)C. Given the product [NH2:17][C:9]1[CH:10]=[C:11]([C:13]([O:15][CH3:16])=[O:14])[CH:12]=[C:3]([O:2][CH3:1])[C:4]=1[C:5]([O:7][CH3:8])=[O:6], predict the reactants needed to synthesize it. (2) Given the product [Cl:24][CH2:8][C:6]1[CH:5]=[C:4]([C@H:10]2[CH2:14][O:13][C:12]([CH3:16])([CH3:15])[N:11]2[C:17]([O:19][C:20]([CH3:23])([CH3:22])[CH3:21])=[O:18])[CH:3]=[C:2]([F:1])[CH:7]=1, predict the reactants needed to synthesize it. The reactants are: [F:1][C:2]1[CH:3]=[C:4]([C@H:10]2[CH2:14][O:13][C:12]([CH3:16])([CH3:15])[N:11]2[C:17]([O:19][C:20]([CH3:23])([CH3:22])[CH3:21])=[O:18])[CH:5]=[C:6]([CH2:8]O)[CH:7]=1.[Cl:24]C1N=C(Cl)N=C(Cl)N=1. (3) Given the product [CH2:7]([NH:6][C@H:4]([CH:1]1[CH2:3][CH2:2]1)[CH3:5])[C:8]1[CH:13]=[CH:12][CH:11]=[CH:10][CH:9]=1, predict the reactants needed to synthesize it. The reactants are: [CH:1]1([C@@H:4]([NH2:6])[CH3:5])[CH2:3][CH2:2]1.[CH:7](=O)[C:8]1[CH:13]=[CH:12][CH:11]=[CH:10][CH:9]=1.[BH3-]C#N.[Na+].C([O-])(O)=O.[Na+]. (4) Given the product [F:4][C:5]1[C:10]([F:11])=[CH:9][CH:8]=[CH:7][C:6]=1[C@H:12]1[CH2:18][N:17]2[C:19]([CH:22]([OH:23])[CH3:1])=[CH:20][N:21]=[C:16]2[C@H:15]([NH:24][C:25](=[O:31])[O:26][C:27]([CH3:28])([CH3:30])[CH3:29])[CH2:14][CH2:13]1, predict the reactants needed to synthesize it. The reactants are: [CH3:1][Mg]Br.[F:4][C:5]1[C:10]([F:11])=[CH:9][CH:8]=[CH:7][C:6]=1[C@H:12]1[CH2:18][N:17]2[C:19]([CH:22]=[O:23])=[CH:20][N:21]=[C:16]2[C@H:15]([NH:24][C:25](=[O:31])[O:26][C:27]([CH3:30])([CH3:29])[CH3:28])[CH2:14][CH2:13]1. (5) Given the product [CH3:1][C@@H:2]1[CH2:7][CH2:6][C@H:5]([O:8][C:9]2[CH:18]=[CH:17][CH:16]=[C:15]3[C:10]=2[CH:11]=[CH:12][C:13]([CH2:19][N:43]2[CH:41]4[CH2:40][CH2:39][CH2:38][CH:37]2[CH2:36][CH:35]([C:33]([OH:32])=[O:34])[CH2:42]4)=[CH:14]3)[CH2:4][CH2:3]1, predict the reactants needed to synthesize it. The reactants are: [CH3:1][CH:2]1[CH2:7][CH2:6][CH:5]([O:8][C:9]2[CH:18]=[CH:17][CH:16]=[C:15]3[C:10]=2[CH:11]=[CH:12][C:13]([CH2:19]OS(C)(=O)=O)=[CH:14]3)[CH2:4][CH2:3]1.CN(C=O)C.Cl.C[O:32][C:33]([CH:35]1[CH2:42][CH:41]2[NH:43][CH:37]([CH2:38][CH2:39][CH2:40]2)[CH2:36]1)=[O:34].C(=O)([O-])[O-].[Cs+].[Cs+].O1CCCC1.[OH-].[Li+].O.